From a dataset of Merck oncology drug combination screen with 23,052 pairs across 39 cell lines. Regression. Given two drug SMILES strings and cell line genomic features, predict the synergy score measuring deviation from expected non-interaction effect. (1) Drug 1: CC1(c2nc3c(C(N)=O)cccc3[nH]2)CCCN1. Drug 2: CCC1(O)C(=O)OCc2c1cc1n(c2=O)Cc2cc3c(CN(C)C)c(O)ccc3nc2-1. Cell line: SKOV3. Synergy scores: synergy=-9.22. (2) Synergy scores: synergy=-0.995. Drug 1: COc1cccc2c1C(=O)c1c(O)c3c(c(O)c1C2=O)CC(O)(C(=O)CO)CC3OC1CC(N)C(O)C(C)O1. Cell line: COLO320DM. Drug 2: CCN(CC)CCNC(=O)c1c(C)[nH]c(C=C2C(=O)Nc3ccc(F)cc32)c1C. (3) Synergy scores: synergy=76.8. Cell line: OVCAR3. Drug 1: N.N.O=C(O)C1(C(=O)O)CCC1.[Pt]. Drug 2: Cc1nc(Nc2ncc(C(=O)Nc3c(C)cccc3Cl)s2)cc(N2CCN(CCO)CC2)n1. (4) Drug 1: CCC1=CC2CN(C1)Cc1c([nH]c3ccccc13)C(C(=O)OC)(c1cc3c(cc1OC)N(C)C1C(O)(C(=O)OC)C(OC(C)=O)C4(CC)C=CCN5CCC31C54)C2. Drug 2: Cc1nc(Nc2ncc(C(=O)Nc3c(C)cccc3Cl)s2)cc(N2CCN(CCO)CC2)n1. Cell line: MDAMB436. Synergy scores: synergy=16.2. (5) Drug 1: O=c1[nH]cc(F)c(=O)[nH]1. Drug 2: C#Cc1cccc(Nc2ncnc3cc(OCCOC)c(OCCOC)cc23)c1. Cell line: HT29. Synergy scores: synergy=11.3. (6) Drug 1: CCN(CC)CCNC(=O)c1c(C)[nH]c(C=C2C(=O)Nc3ccc(F)cc32)c1C. Drug 2: Cn1cc(-c2cnn3c(N)c(Br)c(C4CCCNC4)nc23)cn1. Cell line: SW620. Synergy scores: synergy=10.5. (7) Drug 1: CN(Cc1cnc2nc(N)nc(N)c2n1)c1ccc(C(=O)NC(CCC(=O)O)C(=O)O)cc1. Drug 2: NC1(c2ccc(-c3nc4ccn5c(=O)[nH]nc5c4cc3-c3ccccc3)cc2)CCC1. Cell line: SW620. Synergy scores: synergy=2.61.